Dataset: Peptide-MHC class I binding affinity with 185,985 pairs from IEDB/IMGT. Task: Regression. Given a peptide amino acid sequence and an MHC pseudo amino acid sequence, predict their binding affinity value. This is MHC class I binding data. (1) The peptide sequence is AANTVIWDY. The MHC is HLA-A03:01 with pseudo-sequence HLA-A03:01. The binding affinity (normalized) is 0. (2) The peptide sequence is MEKTHNLMA. The MHC is HLA-B39:01 with pseudo-sequence HLA-B39:01. The binding affinity (normalized) is 0.0847. (3) The peptide sequence is TAFQHQNSKK. The MHC is HLA-A11:01 with pseudo-sequence HLA-A11:01. The binding affinity (normalized) is 0.544. (4) The peptide sequence is YYTCVLEYI. The MHC is H-2-Kd with pseudo-sequence H-2-Kd. The binding affinity (normalized) is 0.979. (5) The peptide sequence is KIEDLINQL. The MHC is HLA-A02:02 with pseudo-sequence HLA-A02:02. The binding affinity (normalized) is 0.570. (6) The peptide sequence is FSKSTSPTR. The MHC is HLA-A68:01 with pseudo-sequence HLA-A68:01. The binding affinity (normalized) is 0.789. (7) The binding affinity (normalized) is 0. The MHC is HLA-B44:03 with pseudo-sequence HLA-B44:03. The peptide sequence is YTAVVPLVY.